From a dataset of Reaction yield outcomes from USPTO patents with 853,638 reactions. Predict the reaction yield, written as a fraction of the theoretical maximum amount of product (1.0 means a 100% yield; for example, 0.34 means a 34% yield). (1) The reactants are Cl.[Cl:2][C:3]1[CH:8]=[CH:7][C:6]([N:9]([CH2:11][CH2:12][CH2:13][C:14]2[CH:19]=[CH:18][CH:17]=[CH:16][CH:15]=2)N)=[CH:5][CH:4]=1.C(O[CH:23](OCC)[CH2:24][CH2:25][CH2:26][NH:27][CH3:28])C. The catalyst is C(O)C.O. The product is [Cl:2][C:3]1[CH:8]=[C:7]2[C:6](=[CH:5][CH:4]=1)[N:9]([CH2:11][CH2:12][CH2:13][C:14]1[CH:19]=[CH:18][CH:17]=[CH:16][CH:15]=1)[CH:23]=[C:24]2[CH2:25][CH2:26][NH:27][CH3:28]. The yield is 0.740. (2) The reactants are [C:1]([C:4]1[CH:14]=[CH:13][C:7]2[O:8][CH2:9][C:10](=[O:12])[NH:11][C:6]=2[CH:5]=1)(=[O:3])[CH3:2].CI.[C:17](=O)([O-])[O-].[Cs+].[Cs+]. The catalyst is CN(C=O)C. The product is [C:1]([C:4]1[CH:14]=[CH:13][C:7]2[O:8][CH2:9][C:10](=[O:12])[N:11]([CH3:17])[C:6]=2[CH:5]=1)(=[O:3])[CH3:2]. The yield is 0.840.